From a dataset of Forward reaction prediction with 1.9M reactions from USPTO patents (1976-2016). Predict the product of the given reaction. (1) Given the reactants Cl[C:2]1[C:7]([N+:8]([O-:10])=[O:9])=[CH:6][N:5]=[C:4]2[CH:11]=[CH:12][S:13][C:3]=12.[CH:14]1([NH2:20])[CH2:19][CH2:18][CH2:17][CH2:16][CH2:15]1.C(N(CC)C(C)C)(C)C, predict the reaction product. The product is: [CH:14]1([NH:20][C:2]2[C:7]([N+:8]([O-:10])=[O:9])=[CH:6][N:5]=[C:4]3[CH:11]=[CH:12][S:13][C:3]=23)[CH2:19][CH2:18][CH2:17][CH2:16][CH2:15]1. (2) Given the reactants Cl.[Cl:2][C:3]1[CH:28]=[CH:27][C:6]2[N:7]3[C:11]([CH2:12][NH:13][CH2:14][C:5]=2[CH:4]=1)=[N:10][N:9]=[C:8]3[C@H:15]1[CH2:20][CH2:19][C@H:18]([C:21]2[CH:26]=[CH:25][CH:24]=[CH:23][CH:22]=2)[CH2:17][CH2:16]1.C(N(CC)CC)C.[C:36](Cl)(=[O:38])[CH3:37], predict the reaction product. The product is: [Cl:2][C:3]1[CH:28]=[CH:27][C:6]2[N:7]3[C:11]([CH2:12][N:13]([C:36](=[O:38])[CH3:37])[CH2:14][C:5]=2[CH:4]=1)=[N:10][N:9]=[C:8]3[C@H:15]1[CH2:20][CH2:19][C@H:18]([C:21]2[CH:22]=[CH:23][CH:24]=[CH:25][CH:26]=2)[CH2:17][CH2:16]1.